From a dataset of Catalyst prediction with 721,799 reactions and 888 catalyst types from USPTO. Predict which catalyst facilitates the given reaction. (1) Reactant: [CH3:1][O:2][C:3]1[CH:4]=[C:5]([CH2:9][CH2:10][NH2:11])[CH:6]=[CH:7][CH:8]=1.[CH2:12](N(CC)CC)[CH3:13].C(Cl)(=O)C.P(Cl)(Cl)(Cl)=O.[OH-].[Na+]. The catalyst class is: 4. Product: [CH3:1][O:2][C:3]1[CH:4]=[C:5]2[C:6](=[CH:7][CH:8]=1)[C:12]([CH3:13])=[N:11][CH2:10][CH2:9]2. (2) Reactant: I[C:2]1[CH:11]=[C:10]2[C:5]([C:6]([C:15]3[CH:20]=[CH:19][CH:18]=[CH:17][CH:16]=3)=[CH:7][C:8]3[N:9]2[CH:12]=[N:13][N:14]=3)=[CH:4][CH:3]=1.[CH2:21]([CH:23]([CH2:31][CH2:32][CH2:33][CH3:34])[CH2:24][O:25][C:26](=[O:30])[CH2:27][CH2:28][SH:29])[CH3:22].CCN(C(C)C)C(C)C.C1(P(C2C=CC=CC=2)C2C3OC4C(=CC=CC=4P(C4C=CC=CC=4)C4C=CC=CC=4)C(C)(C)C=3C=CC=2)C=CC=CC=1. Product: [CH2:21]([CH:23]([CH2:31][CH2:32][CH2:33][CH3:34])[CH2:24][O:25][C:26](=[O:30])[CH2:27][CH2:28][S:29][C:2]1[CH:11]=[C:10]2[C:5]([C:6]([C:15]3[CH:20]=[CH:19][CH:18]=[CH:17][CH:16]=3)=[CH:7][C:8]3[N:9]2[CH:12]=[N:13][N:14]=3)=[CH:4][CH:3]=1)[CH3:22]. The catalyst class is: 62. (3) Reactant: [Si]([O:8][C@@H:9]1[CH2:14][C@H:13]([O:15][C:16]2[C:21]([Cl:22])=[CH:20][C:19]([S:23]([N:26]([CH2:33][C:34]3[CH:39]=[CH:38][C:37]([O:40][CH3:41])=[CH:36][C:35]=3[O:42][CH3:43])[C:27]3[CH:32]=[CH:31][N:30]=[CH:29][N:28]=3)(=[O:25])=[O:24])=[C:18]([F:44])[CH:17]=2)[C@@H:12]([C:45]2[N:49]([CH3:50])[N:48]=[CH:47][CH:46]=2)[CH2:11][CH2:10]1)(C(C)(C)C)(C)C.[F-].C([N+](CCCC)(CCCC)CCCC)CCC. Product: [Cl:22][C:21]1[C:16]([O:15][C@H:13]2[CH2:14][C@@H:9]([OH:8])[CH2:10][CH2:11][C@@H:12]2[C:45]2[N:49]([CH3:50])[N:48]=[CH:47][CH:46]=2)=[CH:17][C:18]([F:44])=[C:19]([S:23]([N:26]([CH2:33][C:34]2[CH:39]=[CH:38][C:37]([O:40][CH3:41])=[CH:36][C:35]=2[O:42][CH3:43])[C:27]2[CH:32]=[CH:31][N:30]=[CH:29][N:28]=2)(=[O:25])=[O:24])[CH:20]=1. The catalyst class is: 1. (4) Reactant: [F:1][C:2]1[C:3]([N:11]2[CH2:15][CH2:14][C@H:13]([OH:16])[CH2:12]2)=[N:4][CH:5]=[C:6]([N+:8]([O-])=O)[CH:7]=1.[Cl-].[NH4+]. Product: [NH2:8][C:6]1[CH:7]=[C:2]([F:1])[C:3]([N:11]2[CH2:15][CH2:14][C@H:13]([OH:16])[CH2:12]2)=[N:4][CH:5]=1. The catalyst class is: 314. (5) Reactant: Cl[C:2]1[C:7]([C:8]([O:10][CH3:11])=[O:9])=[CH:6][N:5]=[C:4]2[N:12]([S:15]([C:18]3[CH:24]=[CH:23][C:21]([CH3:22])=[CH:20][CH:19]=3)(=[O:17])=[O:16])[CH:13]=[CH:14][C:3]=12.[NH2:25][CH:26]1[CH2:31][CH2:30][CH2:29][N:28]([C:32]([O:34][C:35]([CH3:38])([CH3:37])[CH3:36])=[O:33])[CH2:27]1.CC1(C)C2C(=C(P(C3C=CC=CC=3)C3C=CC=CC=3)C=CC=2)OC2C(P(C3C=CC=CC=3)C3C=CC=CC=3)=CC=CC1=2.C([O-])([O-])=O.[Cs+].[Cs+]. Product: [C:35]([O:34][C:32]([N:28]1[CH2:29][CH2:30][CH2:31][CH:26]([NH:25][C:2]2[C:7]([C:8]([O:10][CH3:11])=[O:9])=[CH:6][N:5]=[C:4]3[N:12]([S:15]([C:18]4[CH:24]=[CH:23][C:21]([CH3:22])=[CH:20][CH:19]=4)(=[O:17])=[O:16])[CH:13]=[CH:14][C:3]=23)[CH2:27]1)=[O:33])([CH3:38])([CH3:36])[CH3:37]. The catalyst class is: 222. (6) Reactant: C[N:2]([C:4]1[CH:12]=[C:11]([C:13]([O-:15])=O)[CH:10]=[CH:9][C:5]=1[C:6]([O-:8])=[O:7])C.[CH2:16]1COCC1.CC(C[AlH]CC(C)C)C. Product: [CH3:16][O:8][C:6](=[O:7])[C:5]1[CH:9]=[CH:10][C:11]([CH2:13][OH:15])=[CH:12][C:4]=1[NH2:2]. The catalyst class is: 28. (7) Reactant: [NH2:1][C:2]1[CH:7]=[CH:6][CH:5]=[C:4]([CH3:8])[C:3]=1[NH:9][C:10]1[N:11]=[CH:12][C:13]2[CH:19]=[C:18]([C:20]3[C:25]([Cl:26])=[C:24]([O:27][CH3:28])[CH:23]=[C:22]([O:29][CH3:30])[C:21]=3[Cl:31])[C:17](=[O:32])[N:16]([CH3:33])[C:14]=2[N:15]=1.[C:34](Cl)(=[O:37])[CH:35]=[CH2:36]. Product: [Cl:26][C:25]1[C:24]([O:27][CH3:28])=[CH:23][C:22]([O:29][CH3:30])=[C:21]([Cl:31])[C:20]=1[C:18]1[C:17](=[O:32])[N:16]([CH3:33])[C:14]2[N:15]=[C:10]([NH:9][C:3]3[C:4]([CH3:8])=[CH:5][CH:6]=[CH:7][C:2]=3[NH:1][C:34](=[O:37])[CH:35]=[CH2:36])[N:11]=[CH:12][C:13]=2[CH:19]=1. The catalyst class is: 2.